Dataset: Full USPTO retrosynthesis dataset with 1.9M reactions from patents (1976-2016). Task: Predict the reactants needed to synthesize the given product. (1) Given the product [NH2:23][CH2:22][CH2:21][CH2:20][N:15]([CH2:16][CH2:17][CH2:18][NH2:19])[CH2:14][CH2:13][CH2:12][CH2:11][CH2:10][CH2:9][CH2:8][CH2:7][CH2:6][N:5]([CH2:24][CH2:25][CH2:26][NH2:27])[CH2:4][CH2:3][CH2:1][NH2:2], predict the reactants needed to synthesize it. The reactants are: [C:1]([CH2:3][CH2:4][N:5]([CH2:24][CH2:25][C:26]#[N:27])[CH2:6][CH2:7][CH2:8][CH2:9][CH2:10][CH2:11][CH2:12][CH2:13][CH2:14][N:15]([CH2:20][CH2:21][C:22]#[N:23])[CH2:16][CH2:17][C:18]#[N:19])#[N:2].CCO.C1COCC1. (2) Given the product [C:1]([O:4][C:5]1[C:9](=[O:19])[CH:10]=[C:11]([C:12]2[CH:17]=[CH:16][CH:15]=[CH:14][CH:13]=2)[O:18][CH:6]=1)(=[O:3])[CH3:2], predict the reactants needed to synthesize it. The reactants are: [C:1]([O:4][C:5]([C:9](=[O:19])[CH2:10][C:11](=[O:18])[C:12]1[CH:17]=[CH:16][CH:15]=[CH:14][CH:13]=1)=[CH:6]OC)(=[O:3])[CH3:2].C1(C)C=CC(S([O-])(=O)=O)=CC=1.[NH+]1C=CC=CC=1. (3) Given the product [CH3:14][O:13][C:7]1[C:8]([CH3:12])=[CH:9][CH:10]=[CH:11][C:6]=1[CH2:5][OH:4], predict the reactants needed to synthesize it. The reactants are: [Li+].[BH4-].C[O:4][C:5](=O)[C:6]1[CH:11]=[CH:10][CH:9]=[C:8]([CH3:12])[C:7]=1[O:13][CH3:14].CO.